From a dataset of Catalyst prediction with 721,799 reactions and 888 catalyst types from USPTO. Predict which catalyst facilitates the given reaction. (1) Product: [Br:1][C:2]1[C:10]2[N:9]=[C:8]([CH:11]([CH3:13])[CH3:12])[N:7]([CH2:14][C:15]3[CH:20]=[CH:19][CH:18]=[C:17]([C:21]([F:23])([F:22])[F:24])[C:16]=3[CH3:25])[C:6]=2[CH:5]=[C:4]([NH2:26])[CH:3]=1. The catalyst class is: 5. Reactant: [Br:1][C:2]1[C:10]2[N:9]=[C:8]([CH:11]([CH3:13])[CH3:12])[N:7]([CH2:14][C:15]3[CH:20]=[CH:19][CH:18]=[C:17]([C:21]([F:24])([F:23])[F:22])[C:16]=3[CH3:25])[C:6]=2[CH:5]=[C:4]([N+:26]([O-])=O)[CH:3]=1.O.O.[Sn](Cl)Cl.Cl.C(=O)([O-])[O-].[Na+].[Na+]. (2) Reactant: [O:1]([Si:9]([CH:16]([CH3:18])[CH3:17])([CH:13]([CH3:15])[CH3:14])[CH:10]([CH3:12])[CH3:11])S(C(F)(F)F)(=O)=O.[C:19]([C:22]1[N:23]=[N:24][CH:25]=[CH:26][CH:27]=1)(=O)[CH3:20].C(N(C(C)C)CC)(C)C. Product: [CH:10]([Si:9]([CH:16]([CH3:18])[CH3:17])([CH:13]([CH3:15])[CH3:14])[O:1][C:19]([C:22]1[N:23]=[N:24][CH:25]=[CH:26][CH:27]=1)=[CH2:20])([CH3:12])[CH3:11]. The catalyst class is: 2. (3) Reactant: [C:1]([N:4]1[CH:13]=[CH:12][C:11]2[C:6](=[CH:7][CH:8]=[C:9]([F:15])[C:10]=2[Br:14])[CH:5]1[CH2:16][C:17]([O:19]C)=O)(=[O:3])[CH3:2].BrC1C(F)=CC=C2C=1C=C[N:26]=C2.C([Si](OC(OC)=C)(C)C)(C)(C)C.Cl. Product: [Br:14][C:10]1[C:9]([F:15])=[CH:8][CH:7]=[C:6]2[C:11]=1[CH2:12][CH2:13][N:4]1[C:1](=[O:3])[CH2:2][NH:26][C:17](=[O:19])[CH:16]=[C:5]12. The catalyst class is: 2. (4) Reactant: [C:1]([O:5][C:6]([NH:8][CH:9]([C:14]1[CH:18]=[CH:17][S:16][CH:15]=1)[CH2:10][C:11]([OH:13])=O)=[O:7])([CH3:4])([CH3:3])[CH3:2].C(Cl)CCl.[NH2:23][C:24]1[CH:25]=[C:26]2[C:31](=[CH:32][CH:33]=1)[CH:30]=[N:29][CH:28]=[CH:27]2. Product: [CH:30]1[C:31]2[C:26](=[CH:25][C:24]([NH:23][C:11](=[O:13])[CH2:10][CH:9]([NH:8][C:6](=[O:7])[O:5][C:1]([CH3:2])([CH3:3])[CH3:4])[C:14]3[CH:18]=[CH:17][S:16][CH:15]=3)=[CH:33][CH:32]=2)[CH:27]=[CH:28][N:29]=1. The catalyst class is: 383. (5) Reactant: [Br:1][C:2]1[CH:3]=[C:4]2[C:10]([CH2:11][C:12]3[CH:17]=[CH:16][C:15]([N:18]([CH3:20])[CH3:19])=[CH:14][CH:13]=3)=[N:9][NH:8][C:5]2=[N:6][CH:7]=1.[H-].[Na+].[C:23]([O:29][CH2:30]Cl)(=[O:28])[C:24]([CH3:27])([CH3:26])[CH3:25].[Cl-].[NH4+]. Product: [Br:1][C:2]1[CH:3]=[C:4]2[C:10]([CH2:11][C:12]3[CH:17]=[CH:16][C:15]([N:18]([CH3:19])[CH3:20])=[CH:14][CH:13]=3)=[N:9][N:8]([CH2:30][O:29][C:23](=[O:28])[C:24]([CH3:27])([CH3:26])[CH3:25])[C:5]2=[N:6][CH:7]=1. The catalyst class is: 9.